Dataset: Forward reaction prediction with 1.9M reactions from USPTO patents (1976-2016). Task: Predict the product of the given reaction. (1) Given the reactants [CH3:1][C:2]1[CH:7]=[C:6]([CH3:8])[NH:5][C:4](=[O:9])[C:3]=1[C:10]#[N:11].[H-].[Al+3].[Li+].[H-].[H-].[H-].O, predict the reaction product. The product is: [NH2:11][CH2:10][C:3]1[C:4](=[O:9])[NH:5][C:6]([CH3:8])=[CH:7][C:2]=1[CH3:1]. (2) Given the reactants [CH3:1][C:2]1[N:7]=[C:6]([C:8]2[CH:13]=[CH:12][CH:11]=[CH:10][C:9]=2[O:14]CC2C=CC=CC=2)[N:5]([CH2:22][CH2:23][C:24]2[CH:29]=[CH:28][CH:27]=[CH:26][CH:25]=2)[C:4](=[O:30])[C:3]=1[C:31]1[S:35][C:34]([CH3:36])=[N:33][CH:32]=1.N#N, predict the reaction product. The product is: [OH:14][C:9]1[CH:10]=[CH:11][CH:12]=[CH:13][C:8]=1[C:6]1[N:5]([CH2:22][CH2:23][C:24]2[CH:29]=[CH:28][CH:27]=[CH:26][CH:25]=2)[C:4](=[O:30])[C:3]([C:31]2[S:35][C:34]([CH3:36])=[N:33][CH:32]=2)=[C:2]([CH3:1])[N:7]=1.